This data is from Full USPTO retrosynthesis dataset with 1.9M reactions from patents (1976-2016). The task is: Predict the reactants needed to synthesize the given product. (1) Given the product [NH2:1][C:2]1[C:10]([CH3:11])=[CH:9][C:8]([I:12])=[CH:7][C:3]=1[C:4]([OH:6])=[O:5], predict the reactants needed to synthesize it. The reactants are: [NH2:1][C:2]1[C:10]([CH3:11])=[CH:9][CH:8]=[CH:7][C:3]=1[C:4]([OH:6])=[O:5].[I:12]Cl. (2) Given the product [Cl:32][CH2:33][C:34]([NH:1][C:2]1[CH:11]=[C:10]([C:12]2[C:21]3[C:16](=[CH:17][C:18]([O:27][CH2:28][CH3:29])=[C:19]4[O:24][C:23]([CH3:26])([CH3:25])[CH2:22][C:20]4=3)[CH2:15][C:14]([CH3:30])([CH3:31])[N:13]=2)[CH:9]=[CH:8][C:3]=1[C:4]([O:6][CH3:7])=[O:5])=[O:35], predict the reactants needed to synthesize it. The reactants are: [NH2:1][C:2]1[CH:11]=[C:10]([C:12]2[C:21]3[C:16](=[CH:17][C:18]([O:27][CH2:28][CH3:29])=[C:19]4[O:24][C:23]([CH3:26])([CH3:25])[CH2:22][C:20]4=3)[CH2:15][C:14]([CH3:31])([CH3:30])[N:13]=2)[CH:9]=[CH:8][C:3]=1[C:4]([O:6][CH3:7])=[O:5].[Cl:32][CH2:33][C:34](Cl)=[O:35].